Dataset: Catalyst prediction with 721,799 reactions and 888 catalyst types from USPTO. Task: Predict which catalyst facilitates the given reaction. (1) Reactant: Br[C:2]1[CH:10]=[CH:9][CH:8]=[C:7]2[C:3]=1[CH:4]=[N:5][N:6]2S(C1C=CC=CC=1)(=O)=O.B1(B2OC(C)(C)C(C)(C)O2)OC(C)(C)C(C)(C)O1.CC([O-])=O.[K+].Br[C:44]1[CH:49]=[CH:48][C:47]([C:50]2[N:54]([CH2:55][C@@H:56]3[CH2:60][CH2:59][N:58]([C:61]([CH:63]4[CH2:65][CH2:64]4)=[O:62])[CH2:57]3)[CH:53]=[N:52][N:51]=2)=[CH:46][CH:45]=1.C([O-])([O-])=O.[K+].[K+]. Product: [CH:63]1([C:61]([N:58]2[CH2:59][CH2:60][C@@H:56]([CH2:55][N:54]3[CH:53]=[N:52][N:51]=[C:50]3[C:47]3[CH:48]=[CH:49][C:44]([C:2]4[CH:10]=[CH:9][CH:8]=[C:7]5[C:3]=4[CH:4]=[N:5][NH:6]5)=[CH:45][CH:46]=3)[CH2:57]2)=[O:62])[CH2:65][CH2:64]1. The catalyst class is: 75. (2) Reactant: [C:1]1([CH3:19])[CH:6]=[CH:5][C:4]([C:7]2[O:8][C:9]3[C:10](=[C:12]([C:16]([OH:18])=O)[CH:13]=[CH:14][CH:15]=3)[N:11]=2)=[CH:3][CH:2]=1.Cl.Cl.[NH2:22][CH:23]1[CH2:30][CH:29]2[N:31]([CH3:32])[CH:25]([CH2:26][CH2:27][CH2:28]2)[CH2:24]1.Cl.C(N=C=NCCCN(C)C)C.ON1C2C=CC=CC=2N=N1.CCN(C(C)C)C(C)C. Product: [CH3:32][N:31]1[CH:25]2[CH2:26][CH2:27][CH2:28][CH:29]1[CH2:30][CH:23]([NH:22][C:16]([C:12]1[CH:13]=[CH:14][CH:15]=[C:9]3[O:8][C:7]([C:4]4[CH:3]=[CH:2][C:1]([CH3:19])=[CH:6][CH:5]=4)=[N:11][C:10]=13)=[O:18])[CH2:24]2. The catalyst class is: 39. (3) The catalyst class is: 8. Product: [Br:1][C:2]1[CH:3]=[C:4]2[C:9](=[CH:10][CH:11]=1)[N:8]=[CH:7][C:6]([CH2:12][OH:13])=[C:5]2[NH:17][C:18]1[CH:23]=[CH:22][C:21]([N:24]2[CH2:25][CH2:26][N:27]([C:30]([O:32][C:33]([CH3:36])([CH3:35])[CH3:34])=[O:31])[CH2:28][CH2:29]2)=[C:20]([C:37]([F:40])([F:38])[F:39])[CH:19]=1. Reactant: [Br:1][C:2]1[CH:3]=[C:4]2[C:9](=[CH:10][CH:11]=1)[N:8]=[CH:7][C:6]([C:12](OCC)=[O:13])=[C:5]2[NH:17][C:18]1[CH:23]=[CH:22][C:21]([N:24]2[CH2:29][CH2:28][N:27]([C:30]([O:32][C:33]([CH3:36])([CH3:35])[CH3:34])=[O:31])[CH2:26][CH2:25]2)=[C:20]([C:37]([F:40])([F:39])[F:38])[CH:19]=1.[BH4-].[Na+].CCOC(C)=O. (4) Reactant: [Br:1][C:2]1[CH:7]=[CH:6][C:5]([NH:8][C:9]2[O:10][CH2:11][C:12](=[O:19])[C:13]=2[C:14]([O:16][CH2:17][CH3:18])=[O:15])=[CH:4][CH:3]=1.[NH:20]1[C:28]2[C:23](=[CH:24][CH:25]=[CH:26][N:27]=2)[C:22]([CH:29]=O)=[CH:21]1.N1CCCCC1. Product: [NH:20]1[C:28]2=[N:27][CH:26]=[CH:25][CH:24]=[C:23]2[C:22]([CH:29]=[C:11]2[O:10][C:9]([NH:8][C:5]3[CH:4]=[CH:3][C:2]([Br:1])=[CH:7][CH:6]=3)=[C:13]([C:14]([O:16][CH2:17][CH3:18])=[O:15])[C:12]2=[O:19])=[CH:21]1. The catalyst class is: 8. (5) Reactant: [NH2:1][C:2]([CH3:15])([CH3:14])[C:3]#[C:4][CH2:5][O:6][Si:7]([C:10]([CH3:13])([CH3:12])[CH3:11])([CH3:9])[CH3:8].[CH2:16]([O:18][CH:19]([O:23][C:24]1[CH:29]=[C:28]([Cl:30])[CH:27]=[C:26]([Cl:31])[CH:25]=1)[C:20](O)=[O:21])[CH3:17].ON1C2C=CC=CC=2N=N1.Cl.CN(C)CCCN=C=NCC. Product: [Cl:30][C:28]1[CH:29]=[C:24]([CH:25]=[C:26]([Cl:31])[CH:27]=1)[O:23][CH:19]([O:18][CH2:16][CH3:17])[C:20]([NH:1][C:2]([CH3:15])([CH3:14])[C:3]#[C:4][CH2:5][O:6][Si:7]([C:10]([CH3:13])([CH3:12])[CH3:11])([CH3:8])[CH3:9])=[O:21]. The catalyst class is: 851. (6) Reactant: [Br:1][C:2]1[CH:3]=[C:4]([CH2:9][C:10]([OH:12])=[O:11])[CH:5]=[C:6]([Cl:8])[CH:7]=1.[CH3:13]O. The catalyst class is: 65. Product: [CH3:13][O:11][C:10](=[O:12])[CH2:9][C:4]1[CH:5]=[C:6]([Cl:8])[CH:7]=[C:2]([Br:1])[CH:3]=1. (7) Reactant: CS(O[CH2:6][C:7]1[N:12]=[CH:11][C:10]2[N:13]([C:16]3[S:17][C:18]([C:34](=[O:36])[NH2:35])=[C:19]([O:21][C@@H:22]([C:24]4[CH:29]=[CH:28][CH:27]=[CH:26][C:25]=4[C:30]([F:33])([F:32])[F:31])[CH3:23])[CH:20]=3)[CH:14]=[N:15][C:9]=2[CH:8]=1)(=O)=O.[NH3:37]. Product: [NH2:37][CH2:6][C:7]1[N:12]=[CH:11][C:10]2[N:13]([C:16]3[S:17][C:18]([C:34]([NH2:35])=[O:36])=[C:19]([O:21][C@@H:22]([C:24]4[CH:29]=[CH:28][CH:27]=[CH:26][C:25]=4[C:30]([F:33])([F:31])[F:32])[CH3:23])[CH:20]=3)[CH:14]=[N:15][C:9]=2[CH:8]=1. The catalyst class is: 5. (8) Reactant: [CH2:1]([O:3][C:4]([C:6]1[C:10]2[CH2:11][CH2:12][C:13]3[C:18]([C:9]=2[N:8]([CH3:20])[C:7]=1C(O)=O)=[N:17][C:16]([NH2:19])=[N:15][CH:14]=3)=[O:5])[CH3:2].C([O-])(O)=O.[Na+].[I:29]I.[I-].[K+]. Product: [CH2:1]([O:3][C:4]([C:6]1[C:10]2[CH2:11][CH2:12][C:13]3[C:18]([C:9]=2[N:8]([CH3:20])[C:7]=1[I:29])=[N:17][C:16]([NH2:19])=[N:15][CH:14]=3)=[O:5])[CH3:2]. The catalyst class is: 34. (9) Reactant: [C:1]([O:5][C:6]([NH:8][C@H:9]1[CH2:14][CH2:13][C@H:12]([NH:15][C:16]2[N:25]=[CH:24][C:23]3[C:18](=[CH:19][C:20]([C:26]([O:28]C)=[O:27])=[CH:21][CH:22]=3)[N:17]=2)[CH2:11][CH2:10]1)=[O:7])([CH3:4])([CH3:3])[CH3:2].[Li+].[OH-]. Product: [C:1]([O:5][C:6]([NH:8][C@H:9]1[CH2:14][CH2:13][C@H:12]([NH:15][C:16]2[N:25]=[CH:24][C:23]3[C:18](=[CH:19][C:20]([C:26]([OH:28])=[O:27])=[CH:21][CH:22]=3)[N:17]=2)[CH2:11][CH2:10]1)=[O:7])([CH3:4])([CH3:2])[CH3:3]. The catalyst class is: 5.